Dataset: Full USPTO retrosynthesis dataset with 1.9M reactions from patents (1976-2016). Task: Predict the reactants needed to synthesize the given product. (1) Given the product [CH:28]1([C:2]2[CH:3]=[C:4]([C:8]3[N:9]=[C:10]4[CH:15]=[C:14]([C:16]5[N:26]=[C:19]6[C:20]([CH3:25])=[N:21][CH:22]=[C:23]([CH3:24])[N:18]6[N:17]=5)[CH:13]=[CH:12][N:11]4[CH:27]=3)[CH:5]=[CH:6][CH:7]=2)[CH2:30][CH2:29]1, predict the reactants needed to synthesize it. The reactants are: Br[C:2]1[CH:3]=[C:4]([C:8]2[N:9]=[C:10]3[CH:15]=[C:14]([C:16]4[N:26]=[C:19]5[C:20]([CH3:25])=[N:21][CH:22]=[C:23]([CH3:24])[N:18]5[N:17]=4)[CH:13]=[CH:12][N:11]3[CH:27]=2)[CH:5]=[CH:6][CH:7]=1.[CH:28]1(B(O)O)[CH2:30][CH2:29]1.C1(P(C2CCCCC2)C2CCCCC2)CCCCC1.[O-]P([O-])([O-])=O.[K+].[K+].[K+].[Br-]. (2) Given the product [Cl:1][C:2]1[CH:7]=[CH:6][C:5]([S:8]([NH:11][C:12]2[CH:30]=[C:29]([O:31][CH3:32])[C:28]([O:33][CH3:34])=[CH:27][C:13]=2[C:14]([NH:16][C:17]2[CH:22]=[CH:21][C:20]([S:23]([N:35]3[CH2:40][CH2:39][S:38][CH2:37][CH2:36]3)(=[O:25])=[O:24])=[CH:19][CH:18]=2)=[O:15])(=[O:10])=[O:9])=[CH:4][CH:3]=1, predict the reactants needed to synthesize it. The reactants are: [Cl:1][C:2]1[CH:7]=[CH:6][C:5]([S:8]([NH:11][C:12]2[CH:30]=[C:29]([O:31][CH3:32])[C:28]([O:33][CH3:34])=[CH:27][C:13]=2[C:14]([NH:16][C:17]2[CH:22]=[CH:21][C:20]([S:23](F)(=[O:25])=[O:24])=[CH:19][CH:18]=2)=[O:15])(=[O:10])=[O:9])=[CH:4][CH:3]=1.[NH:35]1[CH2:40][CH2:39][S:38][CH2:37][CH2:36]1. (3) Given the product [CH3:1][O:2][C:3]1[CH:12]=[C:11]2[C:6]([C:7]([NH:13][C:14]3[CH:15]=[CH:16][C:17]([O:20][C:21]4[CH:26]=[CH:25][CH:24]=[CH:23][CH:22]=4)=[CH:18][CH:19]=3)=[N:8][CH:9]=[N:10]2)=[CH:5][C:4]=1[NH:27][C:37](=[O:38])[CH2:36][P:31](=[O:32])([O:33][CH2:34][CH3:35])[O:30][CH2:28][CH3:29], predict the reactants needed to synthesize it. The reactants are: [CH3:1][O:2][C:3]1[CH:12]=[C:11]2[C:6]([C:7]([NH:13][C:14]3[CH:19]=[CH:18][C:17]([O:20][C:21]4[CH:26]=[CH:25][CH:24]=[CH:23][CH:22]=4)=[CH:16][CH:15]=3)=[N:8][CH:9]=[N:10]2)=[CH:5][C:4]=1[NH2:27].[CH2:28]([O:30][P:31]([CH2:36][C:37](O)=[O:38])([O:33][CH2:34][CH3:35])=[O:32])[CH3:29].CCN=C=NCCCN(C)C.Cl.CCN(C(C)C)C(C)C.